From a dataset of Forward reaction prediction with 1.9M reactions from USPTO patents (1976-2016). Predict the product of the given reaction. (1) Given the reactants [CH3:1][O:2][C:3]([C@@H:5]1[CH2:9][C@@H:8](O)[CH2:7][N:6]1[C:11]([O:13][C:14]([CH3:17])([CH3:16])[CH3:15])=[O:12])=[O:4].C1(P(C2C=CC=CC=2)C2C=CC=CC=2)C=CC=CC=1.C(Cl)(Cl)(Cl)[Cl:38].CCCCCCC, predict the reaction product. The product is: [CH3:1][O:2][C:3]([C@@H:5]1[CH2:9][C@H:8]([Cl:38])[CH2:7][N:6]1[C:11]([O:13][C:14]([CH3:17])([CH3:16])[CH3:15])=[O:12])=[O:4]. (2) Given the reactants [CH2:1]([O:3][C:4]([C:6]1[N:7]([CH2:18][C:19]2[C:28]3[C:23](=[CH:24][CH:25]=[CH:26][CH:27]=3)[CH:22]=[CH:21][CH:20]=2)[C:8]2[C:13]([C:14]=1[CH2:15][OH:16])=[CH:12][C:11]([F:17])=[CH:10][CH:9]=2)=[O:5])[CH3:2].[CH2:29]([N:31]=[C:32]=[O:33])[CH3:30], predict the reaction product. The product is: [CH2:1]([O:3][C:4]([C:6]1[N:7]([CH2:18][C:19]2[C:28]3[C:23](=[CH:24][CH:25]=[CH:26][CH:27]=3)[CH:22]=[CH:21][CH:20]=2)[C:8]2[C:13]([C:14]=1[CH2:15][O:16][C:32](=[O:33])[NH:31][CH2:29][CH3:30])=[CH:12][C:11]([F:17])=[CH:10][CH:9]=2)=[O:5])[CH3:2]. (3) Given the reactants N#N.[C:3]1([C:9]2[O:13][CH:12]=[N:11][C:10]=2[C:14]([OH:16])=O)[CH:8]=[CH:7][CH:6]=[CH:5][CH:4]=1.C1C=CC2N(O)N=NC=2C=1.C(Cl)CCl.CCN(C(C)C)C(C)C.[CH3:40][O:41][CH2:42][C:43]1[S:47][C:46]([CH2:48][N:49]2[N:53]=[C:52]([NH2:54])[CH:51]=[N:50]2)=[N:45][CH:44]=1, predict the reaction product. The product is: [CH3:40][O:41][CH2:42][C:43]1[S:47][C:46]([CH2:48][N:49]2[N:53]=[C:52]([NH:54][C:14]([C:10]3[N:11]=[CH:12][O:13][C:9]=3[C:3]3[CH:4]=[CH:5][CH:6]=[CH:7][CH:8]=3)=[O:16])[CH:51]=[N:50]2)=[N:45][CH:44]=1.